From a dataset of Full USPTO retrosynthesis dataset with 1.9M reactions from patents (1976-2016). Predict the reactants needed to synthesize the given product. Given the product [NH2:15][C:6]1[C:5]2=[N:4][N:3]([CH2:30][CH2:31][CH3:32])[C:2]([CH2:1][C:41]3([OH:44])[CH2:42][CH2:43][O:38][CH2:39][CH2:40]3)=[C:14]2[C:13]2[CH:12]=[CH:11][CH:10]=[CH:9][C:8]=2[N:7]=1, predict the reactants needed to synthesize it. The reactants are: [CH3:1][C:2]1[N:3]([CH2:30][CH2:31][CH3:32])[N:4]=[C:5]2[C:14]=1[C:13]1[CH:12]=[CH:11][CH:10]=[CH:9][C:8]=1[N:7]=[C:6]2[N:15](C(OC(C)(C)C)=O)C(OC(C)(C)C)=O.C([Li])(C)(C)C.[O:38]1[CH2:43][CH2:42][C:41](=[O:44])[CH2:40][CH2:39]1.[Cl-].[NH4+].